This data is from Forward reaction prediction with 1.9M reactions from USPTO patents (1976-2016). The task is: Predict the product of the given reaction. (1) Given the reactants [CH2:1]([C:7]1[CH:18]=[CH:17][C:10]2[O:11][CH2:12][C:13](=[O:16])[CH2:14][O:15][C:9]=2[CH:8]=1)[CH2:2][CH2:3][CH2:4][CH2:5]C.[CH2:19](C1C=CC2OCC(=O)COC=2C=1)C=C.CC(C)CCC1C=CC2OCC(=O)COC=2C=1, predict the reaction product. The product is: [CH3:19][CH:4]([CH3:5])[CH2:3][CH2:2][CH2:1][C:7]1[CH:18]=[CH:17][C:10]2[O:11][CH2:12][C:13](=[O:16])[CH2:14][O:15][C:9]=2[CH:8]=1. (2) Given the reactants [F:1][C:2]1[CH:7]=[CH:6][CH:5]=[C:4]([F:8])[C:3]=1[C:9]1[CH:10]=[C:11]2[C:15](=[CH:16][CH:17]=1)[N:14](C1CCCCO1)[N:13]=[C:12]2[C:24]1[CH:29]=[N:28][CH:27]=[C:26]([O:30][C:31]2[CH:32]=[N:33][CH:34]=[CH:35][CH:36]=2)[N:25]=1.Cl, predict the reaction product. The product is: [F:8][C:4]1[CH:5]=[CH:6][CH:7]=[C:2]([F:1])[C:3]=1[C:9]1[CH:10]=[C:11]2[C:15](=[CH:16][CH:17]=1)[NH:14][N:13]=[C:12]2[C:24]1[CH:29]=[N:28][CH:27]=[C:26]([O:30][C:31]2[CH:32]=[N:33][CH:34]=[CH:35][CH:36]=2)[N:25]=1. (3) The product is: [N:1]1([CH2:5][CH2:6][N:7]2[CH:11]=[C:10]([C:12]3[CH:17]=[CH:16][N:15]=[C:14]([CH:18]([CH3:20])[CH3:19])[CH:13]=3)[N:9]=[C:8]2[CH:21]2[CH2:22][CH2:23][N:24]([C:28]3[N:33]=[CH:32][N:31]=[C:30]([NH2:34])[C:29]=3[O:35][CH2:36][CH3:37])[CH2:25][CH2:26]2)[CH2:4][CH2:3][CH2:2]1. Given the reactants [N:1]1([CH2:5][CH2:6][N:7]2[CH:11]=[C:10]([C:12]3[CH:17]=[CH:16][N:15]=[C:14]([CH:18]([CH3:20])[CH3:19])[CH:13]=3)[N:9]=[C:8]2[CH:21]2[CH2:26][CH2:25][NH:24][CH2:23][CH2:22]2)[CH2:4][CH2:3][CH2:2]1.Cl[C:28]1[N:33]=[CH:32][N:31]=[C:30]([NH2:34])[C:29]=1[O:35][CH2:36][CH3:37], predict the reaction product. (4) Given the reactants N(C(C)(CC(OC)(C)C)C#N)=NC(C)(CC(C)(OC)C)C#N.[F:23][C:24]1[CH:29]=[CH:28][C:27]([N:30]2[C:34]([C:35]([F:38])([F:37])[F:36])=[N:33][N:32]=[N:31]2)=[CH:26][C:25]=1[CH3:39].[Br:40]N1C(=O)C2=CC=CC=C2C1=O, predict the reaction product. The product is: [Br:40][CH2:39][C:25]1[CH:26]=[C:27]([N:30]2[C:34]([C:35]([F:38])([F:36])[F:37])=[N:33][N:32]=[N:31]2)[CH:28]=[CH:29][C:24]=1[F:23]. (5) Given the reactants C[C:2]1[N:7]=[C:6]([N:8]2[C@@H:15]3[C@@H:10]([CH2:11][CH2:12][NH:13][CH2:14]3)[CH2:9]2)[CH:5]=[CH:4][CH:3]=1.Cl[C:17]1C=CC=C(C)N=1, predict the reaction product. The product is: [CH3:17][C:3]1[CH:4]=[CH:5][C:6]([N:8]2[C@@H:15]3[C@@H:10]([CH2:11][CH2:12][NH:13][CH2:14]3)[CH2:9]2)=[N:7][CH:2]=1. (6) Given the reactants C(OC([N:8]1[C:12]2[CH:13]=[CH:14][C:15]([Cl:17])=[CH:16][C:11]=2[N:10]=[C:9]1[C@@H:18]([NH:24][C:25](=[O:40])[C:26]1[CH:31]=[CH:30][C:29]([C:32]([N:34]2[CH2:38][CH2:37][CH2:36][CH2:35]2)=[O:33])=[C:28]([CH3:39])[CH:27]=1)[CH2:19][CH2:20][C:21]([OH:23])=O)=O)(C)(C)C.CN(C(ON1N=NC2C=CC=CC1=2)=[N+](C)C)C.[B-](F)(F)(F)F.C(N(C(C)C)CC)(C)C.[NH:72]1[CH2:78][CH2:77][CH2:76][C@@H:73]1[CH2:74][OH:75].FC(F)(F)C(O)=O.ClCl, predict the reaction product. The product is: [Cl:17][C:15]1[CH:14]=[CH:13][C:12]2[NH:8][C:9]([C@@H:18]([NH:24][C:25](=[O:40])[C:26]3[CH:31]=[CH:30][C:29]([C:32]([N:34]4[CH2:35][CH2:36][CH2:37][CH2:38]4)=[O:33])=[C:28]([CH3:39])[CH:27]=3)[CH2:19][CH2:20][C:21]([N:72]3[CH2:78][CH2:77][CH2:76][C@@H:73]3[CH2:74][OH:75])=[O:23])=[N:10][C:11]=2[CH:16]=1.